From a dataset of Forward reaction prediction with 1.9M reactions from USPTO patents (1976-2016). Predict the product of the given reaction. (1) Given the reactants S1(C2C(=CC=CC=2)C(=O)N1)(=O)=O.[Cl:13][C:14]1[C:18]2[CH:19]=[CH:20][CH:21]=[CH:22][C:17]=2[S:16](=[O:24])(=[O:23])[N:15]=1.P(Cl)(Cl)(Cl)(Cl)Cl, predict the reaction product. The product is: [Cl:13][C:14]1[C:18]2[CH:19]=[CH:20][CH:21]=[CH:22][C:17]=2[S:16](=[O:23])(=[O:24])[N:15]=1. (2) Given the reactants B(Br)(Br)Br.[Cl:5][C:6]1[CH:30]=[CH:29][C:9]([C:10]([N:12]2[C:20]3[C:15](=[CH:16][C:17]([O:22]C)=[C:18]([F:21])[CH:19]=3)[C:14]([CH2:24][C:25]([OH:27])=[O:26])=[C:13]2[CH3:28])=[O:11])=[CH:8][CH:7]=1, predict the reaction product. The product is: [Cl:5][C:6]1[CH:30]=[CH:29][C:9]([C:10]([N:12]2[C:20]3[C:15](=[CH:16][C:17]([OH:22])=[C:18]([F:21])[CH:19]=3)[C:14]([CH2:24][C:25]([OH:27])=[O:26])=[C:13]2[CH3:28])=[O:11])=[CH:8][CH:7]=1.